This data is from Peptide-MHC class I binding affinity with 185,985 pairs from IEDB/IMGT. The task is: Regression. Given a peptide amino acid sequence and an MHC pseudo amino acid sequence, predict their binding affinity value. This is MHC class I binding data. The peptide sequence is HFIDERGESII. The MHC is HLA-A26:01 with pseudo-sequence HLA-A26:01. The binding affinity (normalized) is 0.